This data is from Forward reaction prediction with 1.9M reactions from USPTO patents (1976-2016). The task is: Predict the product of the given reaction. (1) Given the reactants [N+:1]([C:4]1[CH:9]=[CH:8][C:7]([CH2:10][C:11]#[N:12])=[CH:6][CH:5]=1)([O-:3])=[O:2].C(N(CC)CC)C.[CH2:20]([O:27][CH2:28][C:29](Cl)=[O:30])[C:21]1[CH:26]=[CH:25][CH:24]=[CH:23][CH:22]=1, predict the reaction product. The product is: [CH2:20]([O:27][CH2:28][C:29](=[O:30])[CH:10]([C:7]1[CH:6]=[CH:5][C:4]([N+:1]([O-:3])=[O:2])=[CH:9][CH:8]=1)[C:11]#[N:12])[C:21]1[CH:26]=[CH:25][CH:24]=[CH:23][CH:22]=1. (2) Given the reactants [O:1]=[C:2]1[C:7]2=[CH:8][C:9]3[CH:10]=[CH:11][C:12]([C:15](O)=[O:16])=[CH:13][C:14]=3[N:6]2[C:5]2([CH2:20][CH2:19][CH2:18]2)[CH2:4][NH:3]1.CCN=C=NCCCN(C)C.Cl.Cl.[F:34][C:35]1[CH:41]=[CH:40][C:38]([NH2:39])=[CH:37][C:36]=1[N+:42]([O-:44])=[O:43], predict the reaction product. The product is: [F:34][C:35]1[CH:41]=[CH:40][C:38]([NH:39][C:15]([C:12]2[CH:11]=[CH:10][C:9]3[CH:8]=[C:7]4[C:2](=[O:1])[NH:3][CH2:4][C:5]5([CH2:18][CH2:19][CH2:20]5)[N:6]4[C:14]=3[CH:13]=2)=[O:16])=[CH:37][C:36]=1[N+:42]([O-:44])=[O:43]. (3) Given the reactants Br[C:2]1[CH:3]=[C:4]2[C:9](=[N:10][C:11]=1[C:12]#[N:13])[N:8]([C:14]([NH2:16])=[O:15])[CH2:7][CH2:6][CH2:5]2.CC1(C)C(C)(C)OB([C:25]2[CH:26]=[C:27]([C:31]3([OH:37])[CH2:36][CH2:35][O:34][CH2:33][CH2:32]3)[CH:28]=[N:29][CH:30]=2)O1, predict the reaction product. The product is: [C:12]([C:11]1[N:10]=[C:9]2[C:4]([CH2:5][CH2:6][CH2:7][N:8]2[C:14]([NH2:16])=[O:15])=[CH:3][C:2]=1[C:25]1[CH:30]=[N:29][CH:28]=[C:27]([C:31]2([OH:37])[CH2:32][CH2:33][O:34][CH2:35][CH2:36]2)[CH:26]=1)#[N:13]. (4) Given the reactants Br[C:2]1[N:6]([CH3:7])[CH:5]=[N:4][C:3]=1[C:8]1[CH:13]=[C:12]([C:14]#[N:15])[CH:11]=[CH:10][N:9]=1.[CH2:16]([NH:23][C:24]([C:26]1[CH:27]=[C:28](B(O)O)[CH:29]=[CH:30][C:31]=1[F:32])=[O:25])[C:17]1[CH:22]=[CH:21][CH:20]=[CH:19][CH:18]=1, predict the reaction product. The product is: [CH2:16]([NH:23][C:24](=[O:25])[C:26]1[CH:27]=[C:28]([C:2]2[N:6]([CH3:7])[CH:5]=[N:4][C:3]=2[C:8]2[CH:13]=[C:12]([C:14]#[N:15])[CH:11]=[CH:10][N:9]=2)[CH:29]=[CH:30][C:31]=1[F:32])[C:17]1[CH:18]=[CH:19][CH:20]=[CH:21][CH:22]=1. (5) Given the reactants [N:1]1[CH:6]=[CH:5][C:4]([NH2:7])=[CH:3][CH:2]=1.[Cl:8][C:9]1[CH:14]=[CH:13][CH:12]=[CH:11][C:10]=1[CH2:15][N:16]1[C:21](=[O:22])[C:20]([C:23]([NH:25][CH2:26][C:27]([O:29]CC)=[O:28])=[O:24])=[C:19]([OH:32])[C:18]([C:33](OC)=[O:34])=[C:17]1[OH:37], predict the reaction product. The product is: [Cl:8][C:9]1[CH:14]=[CH:13][CH:12]=[CH:11][C:10]=1[CH2:15][N:16]1[C:17]([OH:37])=[C:18]([C:33]([NH:7][C:4]2[CH:5]=[CH:6][N:1]=[CH:2][CH:3]=2)=[O:34])[C:19]([OH:32])=[C:20]([C:23]([NH:25][CH2:26][C:27]([OH:29])=[O:28])=[O:24])[C:21]1=[O:22]. (6) Given the reactants Br[C:2]1[CH:3]=[C:4]2[C:8](=[C:9]([C:11]([NH2:13])=[O:12])[CH:10]=1)[NH:7][CH:6]=[C:5]2[CH2:14][CH:15]1[CH2:19][CH2:18][S:17](=[O:21])(=[O:20])[CH2:16]1.[CH:22]([C:24]1[S:28][CH:27]=[C:26](B(O)O)[CH:25]=1)=O.C(=O)([O-])[O-].[K+].[K+].[CH3:38][NH:39][CH3:40].C1COCC1.[BH-](OC(C)=O)(OC(C)=O)OC(C)=O.[Na+], predict the reaction product. The product is: [CH3:38][N:39]([CH2:22][C:24]1[S:28][CH:27]=[C:26]([C:2]2[CH:3]=[C:4]3[C:8](=[C:9]([C:11]([NH2:13])=[O:12])[CH:10]=2)[NH:7][CH:6]=[C:5]3[CH2:14][CH:15]2[CH2:19][CH2:18][S:17](=[O:21])(=[O:20])[CH2:16]2)[CH:25]=1)[CH3:40]. (7) Given the reactants [CH3:1][N:2]1[CH:6]=[C:5]([C:7]2[CH:12]=[C:11]([O:13][C:14]3[CH:15]=[CH:16][C:17]([NH2:20])=[N:18][CH:19]=3)[CH:10]=[CH:9][N:8]=2)[CH:4]=[N:3]1.Cl[CH2:22][C:23]([N:25]=[C:26]=[O:27])=[O:24].[CH3:28][N:29]1[CH2:34][CH2:33][NH:32][CH2:31][CH2:30]1, predict the reaction product. The product is: [CH3:1][N:2]1[CH:6]=[C:5]([C:7]2[CH:12]=[C:11]([O:13][C:14]3[CH:15]=[CH:16][C:17]([NH:20][C:26]([NH:25][C:23](=[O:24])[CH2:22][N:32]4[CH2:33][CH2:34][N:29]([CH3:28])[CH2:30][CH2:31]4)=[O:27])=[N:18][CH:19]=3)[CH:10]=[CH:9][N:8]=2)[CH:4]=[N:3]1. (8) Given the reactants Br[C:2]1[C:10]2[C:5](=[CH:6][N:7]=[CH:8][CH:9]=2)[NH:4][N:3]=1.[N:11]12[CH2:19][CH2:18][CH:15]([CH2:16][CH2:17]1)[NH:14][CH2:13][CH2:12]2.C(N(CC)CC)C.CN(C)[CH:29]=[O:30], predict the reaction product. The product is: [N:11]12[CH2:19][CH2:18][CH:15]([CH2:16][CH2:17]1)[N:14]([C:29]([C:2]1[C:10]3[C:5](=[CH:6][N:7]=[CH:8][CH:9]=3)[NH:4][N:3]=1)=[O:30])[CH2:13][CH2:12]2. (9) The product is: [Cl:1][C:2]1[CH:7]=[CH:6][CH:5]=[CH:4][C:3]=1[C:8]1[CH:19]=[C:18]2[C:14]([C:15]([C:24]#[N:25])=[CH:16][N:17]2[CH3:20])=[C:13]2[C:9]=1[C:10](=[O:23])[NH:11][C:12]2=[O:22]. Given the reactants [Cl:1][C:2]1[CH:7]=[CH:6][CH:5]=[CH:4][C:3]=1[C:8]1[CH:19]=[C:18]2[C:14]([C:15](I)=[CH:16][N:17]2[CH3:20])=[C:13]2[C:9]=1[C:10](=[O:23])[NH:11][C:12]2=[O:22].[C:24]([Cu])#[N:25], predict the reaction product.